This data is from Forward reaction prediction with 1.9M reactions from USPTO patents (1976-2016). The task is: Predict the product of the given reaction. (1) The product is: [CH2:1]([O:3][C:4]([CH:6]1[CH2:11][CH2:10][C:9]([OH:12])([C:15]2[S:14][CH:18]=[CH:17][N:16]=2)[CH2:8][CH:7]1[CH3:13])=[O:5])[CH3:2]. Given the reactants [CH2:1]([O:3][C:4]([C@@H:6]1[CH2:11][CH2:10][C:9](=[O:12])[CH2:8][C@@H:7]1[CH3:13])=[O:5])[CH3:2].[S:14]1[CH:18]=[CH:17][N:16]=[CH:15]1.[Li]CCCC.CO, predict the reaction product. (2) The product is: [CH3:21][CH:2]([CH3:1])[C@H:3]([O:12][CH2:13][O:14][CH2:15][CH2:16][Si:17]([CH3:20])([CH3:19])[CH3:18])[CH2:4][NH:5][C@H:6]([C:8]([C:23]1([NH2:22])[C:29](=[O:30])[N:28]([CH3:31])[C:27]2[CH:32]=[CH:33][CH:34]=[CH:35][C:26]=2[N:25]([C:36]2[CH:37]=[CH:38][CH:39]=[CH:40][CH:41]=2)[C:24]1=[O:42])=[O:10])[CH3:7]. Given the reactants [CH3:1][CH:2]([CH3:21])[C@H:3]([O:12][CH2:13][O:14][CH2:15][CH2:16][Si:17]([CH3:20])([CH3:19])[CH3:18])[CH2:4][NH:5][C@H:6]([C:8]([O:10]C)=O)[CH3:7].[NH2:22][CH:23]1[C:29](=[O:30])[N:28]([CH3:31])[C:27]2[CH:32]=[CH:33][CH:34]=[CH:35][C:26]=2[N:25]([C:36]2[CH:41]=[CH:40][CH:39]=[CH:38][CH:37]=2)[C:24]1=[O:42], predict the reaction product. (3) The product is: [CH2:34]([O:33][C:31](=[O:32])[CH2:30][C:29]([N:18]([C:19]1[CH:24]=[CH:23][C:22]([F:25])=[CH:21][CH:20]=1)[C:9]1[C:10]([C:13]([O:15][CH2:16][CH3:17])=[O:14])=[N:11][CH:12]=[C:7]([CH2:6][C:5]2[CH:4]=[CH:3][C:2]([F:1])=[CH:27][CH:26]=2)[CH:8]=1)=[O:36])[CH3:35]. Given the reactants [F:1][C:2]1[CH:27]=[CH:26][C:5]([CH2:6][C:7]2[CH:8]=[C:9]([NH:18][C:19]3[CH:24]=[CH:23][C:22]([F:25])=[CH:21][CH:20]=3)[C:10]([C:13]([O:15][CH2:16][CH3:17])=[O:14])=[N:11][CH:12]=2)=[CH:4][CH:3]=1.Cl[C:29](=[O:36])[CH2:30][C:31]([O:33][CH2:34][CH3:35])=[O:32].CO.ClCCl, predict the reaction product.